Dataset: Forward reaction prediction with 1.9M reactions from USPTO patents (1976-2016). Task: Predict the product of the given reaction. (1) Given the reactants [Cl:1][C:2]1[CH:7]=[CH:6][C:5]([S:8]([CH2:11][C:12]2[CH:17]=[CH:16][N:15]=[CH:14][CH:13]=2)(=[O:10])=[O:9])=[CH:4][CH:3]=1.[CH3:18][N:19]1[CH2:24][CH2:23][CH:22](O)[CH2:21][CH2:20]1.C(C=P(CCCC)(CCCC)CCCC)#N, predict the reaction product. The product is: [Cl:1][C:2]1[CH:3]=[CH:4][C:5]([S:8]([CH:11]([CH:22]2[CH2:23][CH2:24][N:19]([CH3:18])[CH2:20][CH2:21]2)[C:12]2[CH:13]=[CH:14][N:15]=[CH:16][CH:17]=2)(=[O:9])=[O:10])=[CH:6][CH:7]=1. (2) Given the reactants Cl[C:2]([C@@H:4]1[CH2:9][C:8]([F:11])([F:10])[CH2:7][CH2:6][C@H:5]1[C:12]([O:14][C:15]([CH3:18])([CH3:17])[CH3:16])=[O:13])=[O:3].[C:19](#N)C.C[Si](C=[N+]=[N-])(C)C.[ClH:29], predict the reaction product. The product is: [Cl:29][CH2:19][C:2]([C@@H:4]1[CH2:9][C:8]([F:11])([F:10])[CH2:7][CH2:6][C@H:5]1[C:12]([O:14][C:15]([CH3:18])([CH3:17])[CH3:16])=[O:13])=[O:3]. (3) The product is: [Cl:1][C:2]1[C:7]([CH3:8])=[CH:6][C:5]([NH:9][C:10]2[C:15]([C:16]([N:18]3[CH2:23][CH2:22][CH:21]([C:24]4[CH:29]=[CH:28][C:27]([F:30])=[CH:26][CH:25]=4)[CH2:20][CH2:19]3)=[O:17])=[CH:14][N:13]=[C:12]([S:31]([NH:34][C:40](=[O:41])[NH:39][CH:36]([CH3:38])[CH3:37])(=[O:32])=[O:33])[CH:11]=2)=[C:4]([CH3:35])[CH:3]=1. Given the reactants [Cl:1][C:2]1[C:7]([CH3:8])=[CH:6][C:5]([NH:9][C:10]2[C:15]([C:16]([N:18]3[CH2:23][CH2:22][CH:21]([C:24]4[CH:29]=[CH:28][C:27]([F:30])=[CH:26][CH:25]=4)[CH2:20][CH2:19]3)=[O:17])=[CH:14][N:13]=[C:12]([S:31]([NH2:34])(=[O:33])=[O:32])[CH:11]=2)=[C:4]([CH3:35])[CH:3]=1.[CH:36]([N:39]=[C:40]=[O:41])([CH3:38])[CH3:37], predict the reaction product. (4) Given the reactants CN(C(ON1N=NC2C=CC=NC1=2)=[N+](C)C)C.F[P-](F)(F)(F)(F)F.[Br:25][C:26]1[C:27]([OH:35])=[N:28][CH:29]=[C:30]([CH:34]=1)[C:31]([OH:33])=O.CCN(C(C)C)C(C)C.Cl.[F:46][C:47]1[C:48]([C@H:53]([C:55]2[CH:60]=[CH:59][C:58]([C:61]([F:64])([F:63])[F:62])=[CH:57][CH:56]=2)[NH2:54])=[N:49][CH:50]=[CH:51][CH:52]=1.Cl.FC(F)(F)C1C=CC([C@@H](C2C(C(F)(F)F)=CC=CN=2)N)=CC=1, predict the reaction product. The product is: [Br:25][C:26]1[C:27](=[O:35])[NH:28][CH:29]=[C:30]([C:31]([NH:54][C@H:53]([C:48]2[C:47]([F:46])=[CH:52][CH:51]=[CH:50][N:49]=2)[C:55]2[CH:60]=[CH:59][C:58]([C:61]([F:62])([F:63])[F:64])=[CH:57][CH:56]=2)=[O:33])[CH:34]=1. (5) Given the reactants N1C2C(=C([C:10]3[N:11]=[C:12]([N:21]4[CH2:26][CH2:25][O:24][CH2:23][CH2:22]4)[C:13]4[S:18][C:17](C=O)=[CH:16][C:14]=4[N:15]=3)C=CC=2)C=C1.C[O-].[Na+], predict the reaction product. The product is: [N:21]1([C:12]2[C:13]3[S:18][CH:17]=[CH:16][C:14]=3[N:15]=[CH:10][N:11]=2)[CH2:22][CH2:23][O:24][CH2:25][CH2:26]1. (6) Given the reactants [F:1][C:2]1[CH:7]=[CH:6][C:5]([F:8])=[CH:4][C:3]=1[C@:9]1([CH2:15][N:16]2[CH:20]=[N:19][CH:18]=[N:17]2)[O:12][C:11](=[O:13])[C@@H:10]1[CH3:14].C[N:22](C1C=CC=CN=1)C, predict the reaction product. The product is: [F:1][C:2]1[CH:7]=[CH:6][C:5]([F:8])=[CH:4][C:3]=1[C@@:9]([OH:12])([CH2:15][N:16]1[CH:20]=[N:19][CH:18]=[N:17]1)[C@@H:10]([CH3:14])[C:11]([NH2:22])=[O:13]. (7) Given the reactants [Si]([O:8][CH2:9][CH2:10][N:11]1[CH2:15][C@@H:14]2[CH2:16][N:17]([C:19]3[N:24]=[N:23][C:22]([C:25]4[CH:30]=[CH:29][C:28]([C:31]5[CH:32]=[N:33][NH:34][CH:35]=5)=[CH:27][C:26]=4[OH:36])=[CH:21][CH:20]=3)[CH2:18][C@@H:13]2[CH2:12]1)(C(C)(C)C)(C)C.Cl.N, predict the reaction product. The product is: [OH:8][CH2:9][CH2:10][N:11]1[CH2:12][C@@H:13]2[CH2:18][N:17]([C:19]3[N:24]=[N:23][C:22]([C:25]4[CH:30]=[CH:29][C:28]([C:31]5[CH:35]=[N:34][NH:33][CH:32]=5)=[CH:27][C:26]=4[OH:36])=[CH:21][CH:20]=3)[CH2:16][C@@H:14]2[CH2:15]1. (8) Given the reactants Br[C:2]1[CH:15]=[CH:14][C:13]2[C:12](=[O:16])[C:11]3[C:6](=[CH:7][CH:8]=[C:9](Br)[CH:10]=3)[C:5](=[O:18])[C:4]=2[CH:3]=1.[C:19]1(B(O)O)[C:28]2[C:23](=[CH:24][CH:25]=[CH:26][CH:27]=2)[CH:22]=[CH:21][CH:20]=1.P([O-])([O-])([O-])=O.[K+].[K+].[K+].[C:55]1([CH3:60])[CH:56]=[CH:57][CH:58]=[CH:59][C:54]=1P([C:54]1[CH:59]=[CH:58][CH:57]=[CH:56][C:55]=1[CH3:60])[C:54]1[CH:59]=[CH:58][CH:57]=[CH:56][C:55]=1[CH3:60].[C:62]1(C)[CH:67]=CC=C[CH:63]=1, predict the reaction product. The product is: [C:19]1([C:9]2[CH:8]=[CH:7][C:6]3[C:5](=[O:18])[C:4]4[C:13](=[CH:14][CH:15]=[C:2]([C:56]5[C:55]6[C:54](=[CH:63][CH:62]=[CH:67][CH:60]=6)[CH:59]=[CH:58][CH:57]=5)[CH:3]=4)[C:12](=[O:16])[C:11]=3[CH:10]=2)[C:28]2[C:23](=[CH:24][CH:25]=[CH:26][CH:27]=2)[CH:22]=[CH:21][CH:20]=1. (9) Given the reactants Cl.Cl.[NH:3]1[CH2:8][CH2:7][CH:6]([CH2:9][N:10]2[C:20](=[O:21])[C:19]3[N:22]4[C:12](=[CH:13][N:14]=[C:15]4[CH:16]=[CH:17][CH:18]=3)[C:11]2=[O:23])[CH2:5][CH2:4]1.C(N(CC)CC)C.[F:31][C:32]([F:43])([F:42])[C:33](O[C:33](=[O:34])[C:32]([F:43])([F:42])[F:31])=[O:34], predict the reaction product. The product is: [F:31][C:32]([F:43])([F:42])[C:33]([N:3]1[CH2:8][CH2:7][CH:6]([CH2:9][N:10]2[C:20](=[O:21])[C:19]3[N:22]4[C:12](=[CH:13][N:14]=[C:15]4[CH:16]=[CH:17][CH:18]=3)[C:11]2=[O:23])[CH2:5][CH2:4]1)=[O:34].